From a dataset of Reaction yield outcomes from USPTO patents with 853,638 reactions. Predict the reaction yield, written as a fraction of the theoretical maximum amount of product (1.0 means a 100% yield; for example, 0.34 means a 34% yield). The yield is 0.680. The product is [CH2:6]([O:5][C:3]([C:2]([F:16])([F:1])[CH:8]([O:15][C:27]([C:17]12[CH2:26][CH:21]3[CH2:20][CH:19]([CH2:25][CH:23]([CH2:22]3)[CH2:24]1)[CH2:18]2)=[O:28])[C:9]1[CH:14]=[CH:13][CH:12]=[CH:11][CH:10]=1)=[O:4])[CH3:7]. The catalyst is C(Cl)Cl. The reactants are [F:1][C:2]([F:16])([CH:8]([OH:15])[C:9]1[CH:14]=[CH:13][CH:12]=[CH:11][CH:10]=1)[C:3]([O:5][CH2:6][CH3:7])=[O:4].[C:17]12([C:27](Cl)=[O:28])[CH2:26][CH:21]3[CH2:22][CH:23]([CH2:25][CH:19]([CH2:20]3)[CH2:18]1)[CH2:24]2.C(N(CC)CC)C.Cl.